Dataset: Forward reaction prediction with 1.9M reactions from USPTO patents (1976-2016). Task: Predict the product of the given reaction. (1) Given the reactants [C:1]([O:5][C:6]([NH:8][CH2:9][CH2:10][CH2:11][C:12]([O:14]CC)=[O:13])=[O:7])([CH3:4])([CH3:3])[CH3:2], predict the reaction product. The product is: [C:1]([O:5][C:6]([NH:8][CH2:9][CH2:10][CH2:11][C:12]([OH:14])=[O:13])=[O:7])([CH3:4])([CH3:2])[CH3:3]. (2) The product is: [C:11]([N:7]1[C:8]2[C:4](=[CH:3][C:2]([F:1])=[C:10]([S:17]([Cl:16])(=[O:19])=[O:18])[CH:9]=2)[C:5]([CH3:15])([CH3:14])[CH2:6]1)(=[O:13])[CH3:12]. Given the reactants [F:1][C:2]1[CH:3]=[C:4]2[C:8](=[CH:9][CH:10]=1)[N:7]([C:11](=[O:13])[CH3:12])[CH2:6][C:5]2([CH3:15])[CH3:14].[Cl:16][S:17](O)(=[O:19])=[O:18], predict the reaction product. (3) Given the reactants [CH2:1]([O:3][C:4]1[C:27]([O:28][CH3:29])=[CH:26][C:7]2[C:8]([C:17]3[CH:25]=[CH:24][C:20]([C:21]([OH:23])=O)=[CH:19][CH:18]=3)=[N:9][C@H:10]3[C@@H:15]([C:6]=2[CH:5]=1)[CH2:14][N:13]([CH3:16])[CH2:12][CH2:11]3)[CH3:2].[CH:30]([NH:33][CH:34]([CH3:47])[CH2:35][CH2:36][O:37][C:38](=[O:46])[CH2:39][C:40]1[CH:45]=[CH:44][CH:43]=[CH:42][CH:41]=1)([CH3:32])[CH3:31], predict the reaction product. The product is: [CH2:1]([O:3][C:4]1[C:27]([O:28][CH3:29])=[CH:26][C:7]2[C:8]([C:17]3[CH:18]=[CH:19][C:20]([C:21]([N:33]([CH:30]([CH3:32])[CH3:31])[CH:34]([CH3:47])[CH2:35][CH2:36][O:37][C:38](=[O:46])[CH2:39][C:40]4[CH:45]=[CH:44][CH:43]=[CH:42][CH:41]=4)=[O:23])=[CH:24][CH:25]=3)=[N:9][C@H:10]3[C@@H:15]([C:6]=2[CH:5]=1)[CH2:14][N:13]([CH3:16])[CH2:12][CH2:11]3)[CH3:2]. (4) Given the reactants C[O:2][C:3]1[CH:8]=[C:7]([O:9]C)[CH:6]=[CH:5][C:4]=1[CH2:11][CH2:12][CH2:13][CH2:14][C:15]([OH:17])=[O:16].Br.[C:19](O)(=O)C, predict the reaction product. The product is: [OH:2][C:3]1[CH:8]=[C:7]([OH:9])[CH:6]=[CH:5][C:4]=1[CH2:11][CH2:12][CH2:13][CH2:14][C:15]([O:17][CH3:19])=[O:16]. (5) Given the reactants Br[CH2:2][C:3]1[CH:8]=[CH:7][CH:6]=[CH:5][C:4]=1[O:9][CH3:10].[Cl:11][C:12]1[CH:13]=[CH:14][C:15]([O:21][CH3:22])=[C:16](B(O)O)[CH:17]=1.C([O-])([O-])=O.[Na+].[Na+], predict the reaction product. The product is: [CH3:6][CH2:5][CH2:4][CH:3]([CH3:8])[CH3:2].[Cl:11][C:12]1[CH:13]=[CH:14][C:15]([O:21][CH3:22])=[C:16]([CH2:2][C:3]2[CH:8]=[CH:7][CH:6]=[CH:5][C:4]=2[O:9][CH3:10])[CH:17]=1.